From a dataset of Full USPTO retrosynthesis dataset with 1.9M reactions from patents (1976-2016). Predict the reactants needed to synthesize the given product. (1) Given the product [F:10][C:6]1[CH:7]=[CH:8][CH:9]=[C:2]2[C:3]=1[CH2:4][NH:5][C:11]([CH3:12])=[N:1]2, predict the reactants needed to synthesize it. The reactants are: [NH2:1][C:2]1[CH:9]=[CH:8][CH:7]=[C:6]([F:10])[C:3]=1[CH2:4][NH2:5].[C:11](OCC)(OCC)(OCC)[CH3:12]. (2) Given the product [Cl:1][C:2]1[C:3]([CH3:25])=[C:4]([CH:9]=[C:10]([Cl:24])[C:11]=1[O:12][C:13]1[CH:18]=[C:17]([CH:19]([CH3:21])[CH3:20])[C:16]([OH:22])=[C:15]([CH3:23])[CH:14]=1)[C:5]([OH:7])=[O:6], predict the reactants needed to synthesize it. The reactants are: [Cl:1][C:2]1[C:3]([CH3:25])=[C:4]([CH:9]=[C:10]([Cl:24])[C:11]=1[O:12][C:13]1[CH:18]=[C:17]([CH:19]([CH3:21])[CH3:20])[C:16]([OH:22])=[C:15]([CH3:23])[CH:14]=1)[C:5]([O:7]C)=[O:6].O[Li].O. (3) Given the product [CH2:1]([O:8][N:9]1[C:14]2[N:15]=[CH:16][N:17]=[C:18]([CH3:19])[C:13]=2[C:12]([NH:9][CH2:14][C:13]2[CH:12]=[CH:11][CH:28]=[C:27]([N:24]([CH3:22])[CH3:25])[CH:18]=2)=[CH:11][C:10]1=[O:21])[C:2]1[CH:7]=[CH:6][CH:5]=[CH:4][CH:3]=1, predict the reactants needed to synthesize it. The reactants are: [CH2:1]([O:8][N:9]1[C:14]2[N:15]=[CH:16][N:17]=[C:18]([CH3:19])[C:13]=2[C:12](O)=[CH:11][C:10]1=[O:21])[C:2]1[CH:7]=[CH:6][CH:5]=[CH:4][CH:3]=1.[CH2:22]([N:24]([CH2:27][CH3:28])[CH2:25]C)C. (4) Given the product [Cl:1][C:2]1[CH:3]=[C:4]2[C:12](=[O:13])[C:11]3[CH:14]=[C:15]([CH:18]([F:20])[CH3:19])[N:16]=[CH:17][C:10]=3[CH:9]=[CH:8][C:5]2=[N:6][CH:7]=1, predict the reactants needed to synthesize it. The reactants are: [Cl:1][C:2]1[CH:3]=[C:4]2[CH:12]([OH:13])[C:11]3[CH:14]=[C:15]([CH:18]([F:20])[CH3:19])[N:16]=[CH:17][C:10]=3[CH:9]=[CH:8][C:5]2=[N:6][CH:7]=1. (5) Given the product [CH3:3][N:5]([CH3:7])[CH:6]=[N:23][C:18]1[C:17]([O:16][C@@H:15]2[S:24][CH2:25][C@@H:26]([O:32][C:33](=[O:35])[CH3:34])[C@H:27]([O:28][C:29](=[O:31])[CH3:30])[C@H:14]2[O:13][C:10](=[O:12])[CH3:11])=[CH:22][CH:21]=[CH:20][N:19]=1, predict the reactants needed to synthesize it. The reactants are: CO[C:3](OC)([N:5]([CH3:7])[CH3:6])C.[C:10]([O:13][C@@H:14]1[C@@H:27]([O:28][C:29](=[O:31])[CH3:30])[C@H:26]([O:32][C:33](=[O:35])[CH3:34])[CH2:25][S:24][C@H:15]1[O:16][C:17]1[C:18]([NH2:23])=[N:19][CH:20]=[CH:21][CH:22]=1)(=[O:12])[CH3:11]. (6) Given the product [CH:21]1([C:18]2[CH:19]=[N:20][C:11]([NH:10][C:6]3[CH:5]=[C:4]4[C:9](=[CH:8][CH:7]=3)[N:1]([CH2:33][CH2:32][O:31][CH3:30])[CH:2]=[CH:3]4)=[C:12]([CH:17]=2)[C:13]([OH:15])=[O:14])[CH2:23][CH2:22]1, predict the reactants needed to synthesize it. The reactants are: [NH:1]1[C:9]2[C:4](=[CH:5][C:6]([NH:10][C:11]3[N:20]=[CH:19][C:18]([CH:21]4[CH2:23][CH2:22]4)=[CH:17][C:12]=3[C:13]([O:15]C)=[O:14])=[CH:7][CH:8]=2)[CH:3]=[CH:2]1.CC(C)([O-])C.[K+].[CH3:30][O:31][CH2:32][CH2:33]Br.Cl.